From a dataset of Catalyst prediction with 721,799 reactions and 888 catalyst types from USPTO. Predict which catalyst facilitates the given reaction. (1) Reactant: C(OC([N:8]1[CH2:11][CH:10]([C:12]2[CH:17]=[CH:16][C:15]([C:18]3[CH2:22][C:21]([C:27]4[CH:32]=[C:31]([Cl:33])[CH:30]=[C:29]([Cl:34])[CH:28]=4)([C:23]([F:26])([F:25])[F:24])[O:20][N:19]=3)=[CH:14][CH:13]=2)[CH2:9]1)=O)(C)(C)C.Cl. Product: [ClH:33].[NH:8]1[CH2:11][CH:10]([C:12]2[CH:17]=[CH:16][C:15]([C:18]3[CH2:22][C:21]([C:27]4[CH:28]=[C:29]([Cl:34])[CH:30]=[C:31]([Cl:33])[CH:32]=4)([C:23]([F:24])([F:25])[F:26])[O:20][N:19]=3)=[CH:14][CH:13]=2)[CH2:9]1. The catalyst class is: 5. (2) Reactant: [CH:1]1C=CC(SC[C@H]2O[C@@H](N3C4=NC=NC(N[C@H]5[C@H](O)CCC5)=C4N=C3)[C@H](O)[C@@H]2O)=C(F)C=1.CNC1(C2C=CC=CC=2Cl)C(=O)CCCC1.CC1C=CC=C(C)C=1NC1SCCCN=1.CC(C1C=CC2SC3C=CC=CC=3N(CCCN(C)C)C=2C=1)=O.[CH:87](/[C:92](O)=O)=[CH:88]/[C:89]([OH:91])=[O:90].[CH3:95][CH:96]([NH:98][CH2:99][CH:100]([OH:113])[CH2:101][O:102][C:103]1[CH:104]=[CH:105]C(CCOC)=[CH:107][CH:108]=1)[CH3:97].CC(NCC(O)COC1C=CC=C2C=CC=CC=12)C. Product: [CH3:97][CH:96]([NH:98][CH2:99][CH:100]([OH:113])[CH2:101][O:102][C:103]1[CH:104]=[CH:105][C:92]([CH2:87][CH2:88][C:89]([O:91][CH3:1])=[O:90])=[CH:107][CH:108]=1)[CH3:95]. The catalyst class is: 16. (3) The catalyst class is: 12. Reactant: [CH3:1][C:2]1[CH:8]=[C:7]([C:9]2[N:14]=[C:13]([N:15]3[CH2:20][CH2:19][O:18][CH2:17][C@@H:16]3[CH3:21])[CH:12]=[C:11]([CH2:22][S:23]([CH3:26])(=[O:25])=[O:24])[N:10]=2)[CH:6]=[CH:5][C:3]=1[NH2:4].[C:27]1([N:33]=[C:34]=[O:35])[CH:32]=[CH:31][CH:30]=[CH:29][CH:28]=1. Product: [CH3:1][C:2]1[CH:8]=[C:7]([C:9]2[N:14]=[C:13]([N:15]3[CH2:20][CH2:19][O:18][CH2:17][C@@H:16]3[CH3:21])[CH:12]=[C:11]([CH2:22][S:23]([CH3:26])(=[O:25])=[O:24])[N:10]=2)[CH:6]=[CH:5][C:3]=1[NH:4][C:34]([NH:33][C:27]1[CH:32]=[CH:31][CH:30]=[CH:29][CH:28]=1)=[O:35]. (4) Reactant: [N:1]([C@@H:4]1[CH2:24][CH2:23][C@@:22]2([CH3:25])[C@@H:6]([CH2:7][CH2:8][C@@H:9]3[C@@H:21]2[CH2:20][CH2:19][C@@:18]2([CH3:26])[C@H:10]3[CH2:11][CH2:12][C@@H:13]2[C:14](=[O:17])[CH2:15]Br)[CH2:5]1)=[N+:2]=[N-:3].[N-:27]=[N+:28]=[N-:29].[Na+].O.C(OCC)(=O)C. Product: [N:1]([C@@H:4]1[CH2:24][CH2:23][C@@:22]2([CH3:25])[C@@H:6]([CH2:7][CH2:8][C@@H:9]3[C@@H:21]2[CH2:20][CH2:19][C@@:18]2([CH3:26])[C@H:10]3[CH2:11][CH2:12][C@@H:13]2[C:14](=[O:17])[CH2:15][N:27]=[N+:28]=[N-:29])[CH2:5]1)=[N+:2]=[N-:3]. The catalyst class is: 550.